From a dataset of Reaction yield outcomes from USPTO patents with 853,638 reactions. Predict the reaction yield, written as a fraction of the theoretical maximum amount of product (1.0 means a 100% yield; for example, 0.34 means a 34% yield). (1) The reactants are [C:1]([O:5][C:6](=[O:30])[NH:7][C@@H:8]([C:28]#[CH:29])[CH2:9][O:10][Si:11]([C:24]([CH3:27])([CH3:26])[CH3:25])([C:18]1[CH:23]=[CH:22][CH:21]=[CH:20][CH:19]=1)[C:12]1[CH:17]=[CH:16][CH:15]=[CH:14][CH:13]=1)([CH3:4])([CH3:3])[CH3:2].Br[C:32]1[C:37]([NH2:38])=[CH:36][CH:35]=[CH:34][N:33]=1. The catalyst is Cl[Pd](Cl)([P](C1C=CC=CC=1)(C1C=CC=CC=1)C1C=CC=CC=1)[P](C1C=CC=CC=1)(C1C=CC=CC=1)C1C=CC=CC=1.[Cu]I.C(#N)C. The product is [C:1]([O:5][C:6](=[O:30])[NH:7][C@@H:8]([C:28]#[C:29][C:32]1[C:37]([NH2:38])=[CH:36][CH:35]=[CH:34][N:33]=1)[CH2:9][O:10][Si:11]([C:24]([CH3:27])([CH3:26])[CH3:25])([C:12]1[CH:13]=[CH:14][CH:15]=[CH:16][CH:17]=1)[C:18]1[CH:19]=[CH:20][CH:21]=[CH:22][CH:23]=1)([CH3:4])([CH3:3])[CH3:2]. The yield is 0.990. (2) The reactants are [O:1]1[C:6]2[CH:7]=[CH:8][CH:9]=[CH:10][C:5]=2[O:4][CH2:3][CH:2]1C=O.[CH3:13][O:14]S([O-])(=O)=O.[CH3:19][S+](C)C.[OH-].[Na+]. The catalyst is ClCCl. The product is [O:14]1[CH2:13][CH:19]1[C:8]1[CH:9]=[CH:10][C:5]2[O:4][CH2:3][CH2:2][O:1][C:6]=2[CH:7]=1. The yield is 1.00. (3) The yield is 0.670. The catalyst is C1COCC1. The product is [CH3:40][O:39][C:37]([C:36]1[CH:41]=[CH:42][C:33]([C:31]([NH:15][CH2:14][C:4]2[CH:5]=[CH:6][C:7]([C:8]([OH:10])=[O:9])=[CH:11][CH:12]=2)=[O:32])=[CH:34][CH:35]=1)=[O:38]. The reactants are NCN[C:4]1[CH:12]=[CH:11][C:7]([C:8]([OH:10])=[O:9])=[CH:6][CH:5]=1.C[CH2:14][N:15](C(C)C)C(C)C.C([Si](C)(C)Cl)(C)(C)C.Cl[C:31]([C:33]1[CH:42]=[CH:41][C:36]([C:37]([O:39][CH3:40])=[O:38])=[CH:35][CH:34]=1)=[O:32]. (4) The reactants are [CH3:1][C@@:2]12[C@H:11]3[CH2:12][CH2:13][C@:14]4([CH3:20])[C:18](=[O:19])[CH2:17][CH2:16][C@H:15]4[C@@H:10]3[CH2:9][CH2:8][C@H:7]1[CH2:6][C@@H:5](O)[CH2:4][CH2:3]2.C(N(S(F)(F)F)CC)C. The catalyst is ClCCl. The product is [CH3:20][C@:14]12[CH2:13][CH2:12][C@H:11]3[C@@H:10]([CH2:9][CH2:8][C@@H:7]4[C@:2]3([CH3:1])[CH2:3][CH:4]=[CH:5][CH2:6]4)[C@@H:15]1[CH2:16][CH2:17][C:18]2=[O:19]. The yield is 0.300.